Dataset: Catalyst prediction with 721,799 reactions and 888 catalyst types from USPTO. Task: Predict which catalyst facilitates the given reaction. Reactant: [Cl:1][C:2]1[CH:3]=[C:4]([C:10]([C:12]2[CH:17]=[CH:16][C:15]([F:18])=[CH:14][CH:13]=2)=O)[CH:5]=[N:6][C:7]=1[O:8][CH3:9].Cl.[NH2:20][OH:21]. Product: [Cl:1][C:2]1[CH:3]=[C:4]([C:10]([C:12]2[CH:17]=[CH:16][C:15]([F:18])=[CH:14][CH:13]=2)=[N:20][OH:21])[CH:5]=[N:6][C:7]=1[O:8][CH3:9]. The catalyst class is: 14.